This data is from Reaction yield outcomes from USPTO patents with 853,638 reactions. The task is: Predict the reaction yield, written as a fraction of the theoretical maximum amount of product (1.0 means a 100% yield; for example, 0.34 means a 34% yield). The reactants are [NH2:1][NH:2][C:3]([NH2:5])=[S:4].[CH3:6][O:7][C:8]1[CH:9]=[C:10]([CH2:16][CH2:17][C:18]#N)[CH:11]=[CH:12][C:13]=1[O:14][CH3:15].N. The catalyst is FC(F)(F)C(O)=O. The product is [CH3:6][O:7][C:8]1[CH:9]=[C:10]([CH2:16][CH2:17][C:18]2[S:4][C:3]([NH2:5])=[N:2][N:1]=2)[CH:11]=[CH:12][C:13]=1[O:14][CH3:15]. The yield is 0.520.